Dataset: Forward reaction prediction with 1.9M reactions from USPTO patents (1976-2016). Task: Predict the product of the given reaction. (1) Given the reactants [NH:1]1[CH2:5][CH2:4][CH2:3][CH2:2]1.C(=O)([O-])[O-].[K+].[K+].[F:12][C:13]([F:41])([F:40])[C:14]1[CH:15]=[C:16]([CH:37]=[CH:38][CH:39]=1)[CH2:17][NH:18][C:19](=[O:36])[C:20]1[CH:25]=[CH:24][N:23]=[C:22]([C:26]2[CH:31]=[C:30](F)[CH:29]=[CH:28][C:27]=2[N+:33]([O-:35])=[O:34])[CH:21]=1, predict the reaction product. The product is: [F:40][C:13]([F:12])([F:41])[C:14]1[CH:15]=[C:16]([CH:37]=[CH:38][CH:39]=1)[CH2:17][NH:18][C:19](=[O:36])[C:20]1[CH:25]=[CH:24][N:23]=[C:22]([C:26]2[CH:31]=[C:30]([N:1]3[CH2:5][CH2:4][CH2:3][CH2:2]3)[CH:29]=[CH:28][C:27]=2[N+:33]([O-:35])=[O:34])[CH:21]=1. (2) Given the reactants C(N(CC)C(C)C)(C)C.[S:10]1[C:14]2[CH:15]=[C:16]([C:19]3([C:22]4[N:26]5[N:27]=[C:28]([C:31]6[CH:39]=[CH:38][C:34]([C:35]([OH:37])=O)=[CH:33][CH:32]=6)[CH:29]=[N:30][C:25]5=[N:24][N:23]=4)[CH2:21][CH2:20]3)[CH:17]=[CH:18][C:13]=2[N:12]=[CH:11]1.Cl.[NH2:41][C@@H:42]([C:50]([CH3:53])([CH3:52])[CH3:51])[C:43]([O:45][C:46]([CH3:49])([CH3:48])[CH3:47])=[O:44].F[P-](F)(F)(F)(F)F.N1(O[P+](N(C)C)(N(C)C)N(C)C)C2C=CC=CC=2N=N1, predict the reaction product. The product is: [S:10]1[C:14]2[CH:15]=[C:16]([C:19]3([C:22]4[N:26]5[N:27]=[C:28]([C:31]6[CH:39]=[CH:38][C:34]([C:35]([NH:41][C@@H:42]([C:50]([CH3:53])([CH3:52])[CH3:51])[C:43]([O:45][C:46]([CH3:48])([CH3:47])[CH3:49])=[O:44])=[O:37])=[CH:33][CH:32]=6)[CH:29]=[N:30][C:25]5=[N:24][N:23]=4)[CH2:21][CH2:20]3)[CH:17]=[CH:18][C:13]=2[N:12]=[CH:11]1. (3) Given the reactants Cl.[Cl:2][C:3]1[N:8]=[CH:7][C:6]([CH2:9][NH2:10])=[CH:5][N:4]=1.[C:11]([O:15][C:16](O[C:16]([O:15][C:11]([CH3:14])([CH3:13])[CH3:12])=[O:17])=[O:17])([CH3:14])([CH3:13])[CH3:12].C(N(CC)CC)C, predict the reaction product. The product is: [C:11]([O:15][C:16](=[O:17])[NH:10][CH2:9][C:6]1[CH:5]=[N:4][C:3]([Cl:2])=[N:8][CH:7]=1)([CH3:14])([CH3:13])[CH3:12]. (4) The product is: [CH3:12][O:11][C:9]([C:4]1([CH3:13])[CH2:5][C:6](=[O:8])[C:7]2[C:21]([C:22]([OH:24])=[O:23])=[CH:20][O:1][C:2]=2[CH2:3]1)=[O:10]. Given the reactants [OH:1][C:2]1[CH2:3][C:4]([CH3:13])([C:9]([O:11][CH3:12])=[O:10])[CH2:5][C:6](=[O:8])[CH:7]=1.C(=O)(O)[O-].[Na+].Br[CH2:20][C:21](=O)[C:22]([OH:24])=[O:23], predict the reaction product. (5) Given the reactants C(OC([C:6]1[O:10][C:9]([C:11]2[CH:16]=[CH:15][C:14]([O:17][CH3:18])=[CH:13][CH:12]=2)=[N:8][C:7]=1[C:19]([OH:21])=O)=O)C.C[N:23](C=O)C.[C:27](Cl)(=[O:31])[C:28](Cl)=O.N, predict the reaction product. The product is: [CH2:27]([O:31][C:6]1[O:10][C:9]([C:11]2[CH:12]=[CH:13][C:14]([O:17][CH3:18])=[CH:15][CH:16]=2)=[N:8][C:7]=1[C:19]([NH2:23])=[O:21])[CH3:28]. (6) Given the reactants [CH3:1][C:2]1[CH:3]=[C:4]([C:9]#[C:10][CH2:11][OH:12])[CH:5]=[CH:6][C:7]=1[CH3:8], predict the reaction product. The product is: [CH3:1][C:2]1[CH:3]=[C:4]([CH2:9][CH2:10][CH2:11][OH:12])[CH:5]=[CH:6][C:7]=1[CH3:8]. (7) Given the reactants [CH2:1]([O:3][C:4]([C:6]1[C:7]([C:20]([F:23])([F:22])[F:21])=[N:8][N:9]([CH2:11][C:12]2[CH:17]=[CH:16][C:15]([CH2:18]Cl)=[CH:14][CH:13]=2)[CH:10]=1)=[O:5])[CH3:2].[OH:24][C:25]1[CH:30]=[CH:29][CH:28]=[CH:27][N:26]=1.C(=O)([O-])[O-].[K+].[K+], predict the reaction product. The product is: [CH2:1]([O:3][C:4]([C:6]1[C:7]([C:20]([F:23])([F:22])[F:21])=[N:8][N:9]([CH2:11][C:12]2[CH:17]=[CH:16][C:15]([CH2:18][N:26]3[CH:27]=[CH:28][CH:29]=[CH:30][C:25]3=[O:24])=[CH:14][CH:13]=2)[CH:10]=1)=[O:5])[CH3:2]. (8) Given the reactants C(F)(C(F)(F)F)=C(F)F.C(F)(C(F)(F)F)=C(F)F.C(F)(C(F)(F)F)=C(F)F.[F:28][C:29]([F:54])([F:53])[C:30](F)=[C:31]([C:42]([F:51])([C:47]([F:50])([F:49])[F:48])[C:43]([F:46])([F:45])[F:44])[C:32]([F:41])([C:37]([F:40])([F:39])[F:38])[C:33]([F:36])([F:35])[F:34].[C:55]1([Li])[CH:60]=[CH:59][CH:58]=[CH:57][CH:56]=1, predict the reaction product. The product is: [C:55]1([C:30](=[C:31]([C:32]([F:41])([C:37]([F:38])([F:39])[F:40])[C:33]([F:34])([F:35])[F:36])[C:42]([F:51])([C:43]([F:46])([F:45])[F:44])[C:47]([F:50])([F:49])[F:48])[C:29]([F:54])([F:53])[F:28])[CH:60]=[CH:59][CH:58]=[CH:57][CH:56]=1. (9) Given the reactants [Cl:1][C:2]1[C:3]([NH:10][CH2:11][C:12]2[CH:17]=[CH:16][C:15]([OH:18])=[C:14]([O:19][CH3:20])[CH:13]=2)=[N:4][C:5]([CH3:9])=[N:6][C:7]=1[CH3:8].Cl[C:22]1[CH:23]=[CH:24][C:25]2[N:26]([C:28]([N+:31]([O-:33])=[O:32])=[CH:29][N:30]=2)[N:27]=1.C(=O)([O-])[O-].[K+].[K+], predict the reaction product. The product is: [Cl:1][C:2]1[C:3]([NH:10][CH2:11][C:12]2[CH:17]=[CH:16][C:15]([O:18][C:22]3[CH:23]=[CH:24][C:25]4[N:26]([C:28]([N+:31]([O-:33])=[O:32])=[CH:29][N:30]=4)[N:27]=3)=[C:14]([O:19][CH3:20])[CH:13]=2)=[N:4][C:5]([CH3:9])=[N:6][C:7]=1[CH3:8]. (10) Given the reactants [NH2:1][CH:2]([C:11]1[C:16]([O:17][CH3:18])=[CH:15][CH:14]=[CH:13][C:12]=1[O:19][CH3:20])[CH2:3][CH:4]([CH3:10])[C:5]([O:7]CC)=O.[F:21][CH:22]([F:33])[CH2:23][O:24][C:25]1[CH:26]=[C:27]([CH:30]=[CH:31][CH:32]=1)[CH:28]=O, predict the reaction product. The product is: [F:21][CH:22]([F:33])[CH2:23][O:24][C:25]1[CH:26]=[C:27]([CH:30]=[CH:31][CH:32]=1)[CH2:28][N:1]1[CH:2]([C:11]2[C:12]([O:19][CH3:20])=[CH:13][CH:14]=[CH:15][C:16]=2[O:17][CH3:18])[CH2:3][CH:4]([CH3:10])[C:5]1=[O:7].